From a dataset of Forward reaction prediction with 1.9M reactions from USPTO patents (1976-2016). Predict the product of the given reaction. Given the reactants [CH:1]1([N:7]([CH:20]2[CH2:25][CH2:24][CH2:23][CH2:22][CH2:21]2)[C:8]([NH:10][C:11]2[S:12][C:13]([S:17]C#N)=[C:14]([CH3:16])[N:15]=2)=[O:9])[CH2:6][CH2:5][CH2:4][CH2:3][CH2:2]1.Cl[CH2:27][CH2:28][N:29]1[CH2:34][CH2:33][O:32][CH2:31][CH2:30]1, predict the reaction product. The product is: [CH:20]1([N:7]([CH:1]2[CH2:2][CH2:3][CH2:4][CH2:5][CH2:6]2)[C:8]([NH:10][C:11]2[S:12][C:13]([S:17][CH2:27][CH2:28][N:29]3[CH2:34][CH2:33][O:32][CH2:31][CH2:30]3)=[C:14]([CH3:16])[N:15]=2)=[O:9])[CH2:21][CH2:22][CH2:23][CH2:24][CH2:25]1.